This data is from TCR-epitope binding with 47,182 pairs between 192 epitopes and 23,139 TCRs. The task is: Binary Classification. Given a T-cell receptor sequence (or CDR3 region) and an epitope sequence, predict whether binding occurs between them. (1) The epitope is SFHSLHLLF. The TCR CDR3 sequence is CASSQDARRGKETQYF. Result: 0 (the TCR does not bind to the epitope). (2) The TCR CDR3 sequence is CASRLIGGGTEAFF. Result: 0 (the TCR does not bind to the epitope). The epitope is SSNVANYQK. (3) The epitope is KLGGALQAK. The TCR CDR3 sequence is CASSLEFAEPSYEQYF. Result: 1 (the TCR binds to the epitope). (4) The epitope is LPRRSGAAGA. The TCR CDR3 sequence is CASSQDRGYQETQYF. Result: 0 (the TCR does not bind to the epitope). (5) The epitope is VLWAHGFEL. The TCR CDR3 sequence is CASSLDSGGNEQYF. Result: 1 (the TCR binds to the epitope). (6) The epitope is IPSINVHHY. The TCR CDR3 sequence is CASSSRQNTEAFF. Result: 0 (the TCR does not bind to the epitope). (7) The epitope is VVYRGTTTY. The TCR CDR3 sequence is CASSPAGGTYEQYF. Result: 0 (the TCR does not bind to the epitope).